The task is: Predict which catalyst facilitates the given reaction.. This data is from Catalyst prediction with 721,799 reactions and 888 catalyst types from USPTO. The catalyst class is: 35. Product: [F:1][C:2]1[CH:3]=[C:4]([CH:9]([OH:14])[C:10]([NH:12][NH:13][C:19](=[O:20])[C:18]2[CH:22]=[CH:23][C:24]([O:27][CH3:28])=[C:25]([CH3:26])[C:17]=2[CH2:15][CH3:16])=[O:11])[CH:5]=[C:6]([F:8])[CH:7]=1. Reactant: [F:1][C:2]1[CH:3]=[C:4]([CH:9]([OH:14])[C:10]([NH:12][NH2:13])=[O:11])[CH:5]=[C:6]([F:8])[CH:7]=1.[CH2:15]([C:17]1[C:25]([CH3:26])=[C:24]([O:27][CH3:28])[CH:23]=[CH:22][C:18]=1[C:19](O)=[O:20])[CH3:16].OC1C2N=NNC=2C=CC=1.